This data is from Peptide-MHC class I binding affinity with 185,985 pairs from IEDB/IMGT. The task is: Regression. Given a peptide amino acid sequence and an MHC pseudo amino acid sequence, predict their binding affinity value. This is MHC class I binding data. (1) The peptide sequence is TRYPLTFGW. The MHC is HLA-A11:01 with pseudo-sequence HLA-A11:01. The binding affinity (normalized) is 0. (2) The peptide sequence is MLGTHTMEV. The MHC is HLA-A02:01 with pseudo-sequence HLA-A02:01. The binding affinity (normalized) is 0.754. (3) The binding affinity (normalized) is 0. The MHC is HLA-A33:01 with pseudo-sequence HLA-A33:01. The peptide sequence is QFNQMMNPSH. (4) The peptide sequence is TMMINPFM. The MHC is Mamu-B17 with pseudo-sequence Mamu-B17. The binding affinity (normalized) is 0. (5) The peptide sequence is RLAKLTEAI. The MHC is HLA-B07:02 with pseudo-sequence HLA-B07:02. The binding affinity (normalized) is 0. (6) The peptide sequence is ALEVLMSPCR. The MHC is HLA-A11:01 with pseudo-sequence HLA-A11:01. The binding affinity (normalized) is 0.191. (7) The peptide sequence is DIAEHGAYY. The MHC is HLA-B08:01 with pseudo-sequence HLA-B08:01. The binding affinity (normalized) is 0.0847.